Dataset: Forward reaction prediction with 1.9M reactions from USPTO patents (1976-2016). Task: Predict the product of the given reaction. (1) The product is: [CH2:1]([O:8][C:12]1[CH:17]=[C:16]([Cl:18])[CH:15]=[CH:14][N:13]=1)[C:2]1[CH:7]=[CH:6][CH:5]=[CH:4][CH:3]=1. Given the reactants [CH2:1]([OH:8])[C:2]1[CH:7]=[CH:6][CH:5]=[CH:4][CH:3]=1.[H-].[Na+].Cl[C:12]1[CH:17]=[C:16]([Cl:18])[CH:15]=[CH:14][N:13]=1, predict the reaction product. (2) Given the reactants [Na].O=[C:3]1[CH2:8][CH2:7][N:6]([C:9]([O:11][C:12]([CH3:15])([CH3:14])[CH3:13])=[O:10])[CH2:5][CH2:4]1.[O:16]1[C:20]2[CH:21]=[CH:22][C:23]([CH2:25][C:26]#[N:27])=[CH:24][C:19]=2[O:18][CH2:17]1, predict the reaction product. The product is: [O:16]1[C:20]2[CH:21]=[CH:22][C:23]([C:25]([C:26]#[N:27])=[C:3]3[CH2:8][CH2:7][N:6]([C:9]([O:11][C:12]([CH3:15])([CH3:14])[CH3:13])=[O:10])[CH2:5][CH2:4]3)=[CH:24][C:19]=2[O:18][CH2:17]1. (3) Given the reactants [Br:1][C:2]1[C:11]2[C:6](=[CH:7][CH:8]=[CH:9][CH:10]=2)[C:5]([C:12]2[CH:17]=[CH:16][C:15]([Cl:18])=[CH:14][CH:13]=2)=[C:4]([CH:19]([O:24][Si](C(C)(C)C)(C)C)[C:20]([O:22][CH3:23])=[O:21])[C:3]=1[CH3:32], predict the reaction product. The product is: [Br:1][C:2]1[C:11]2[C:6](=[CH:7][CH:8]=[CH:9][CH:10]=2)[C:5]([C:12]2[CH:13]=[CH:14][C:15]([Cl:18])=[CH:16][CH:17]=2)=[C:4]([CH:19]([OH:24])[C:20]([O:22][CH3:23])=[O:21])[C:3]=1[CH3:32]. (4) Given the reactants CO[CH:3]([O:21][CH3:22])[CH2:4][N:5]1[C:10]([C:11]([O:13]C)=O)=[C:9]([O:15][CH3:16])[C:8](=[O:17])[C:7]([C:18]([OH:20])=[O:19])=[CH:6]1.CC(O)=O.CS(O)(=O)=O.[NH2:32][C@H:33](CO)[CH3:34], predict the reaction product. The product is: [CH3:34][C@@H:33]1[N:32]2[C:11](=[O:13])[C:10]3[N:5]([CH:6]=[C:7]([C:18]([OH:20])=[O:19])[C:8](=[O:17])[C:9]=3[O:15][CH3:16])[CH2:4][C@H:3]2[O:21][CH2:22]1. (5) Given the reactants C([Li])CCC.BrC1C=CC=CC=1[C:13]1[CH:14]=[CH:15][C:16]2[N:17](C3C=CC=CC=3)[C:18]3[C:23]([C:24]=2[CH:25]=1)=[CH:22][CH:21]=[CH:20][CH:19]=3.[Br:32][C:33]1[CH:34]=[C:35]([C:40]2([C:53]3[CH:58]=[C:57]([Br:59])[CH:56]=[C:55]([Br:60])[CH:54]=3)[C:52]3[CH:51]=[CH:50][CH:49]=[CH:48][C:47]=3[C:46]3[C:41]2=[CH:42][CH:43]=[CH:44][CH:45]=3)[CH:36]=[C:37]([Br:39])[CH:38]=1, predict the reaction product. The product is: [Br:32][C:33]1[CH:34]=[C:35]([C:40]2([C:53]3[CH:58]=[C:57]([Br:59])[CH:56]=[C:55]([Br:60])[CH:54]=3)[C:52]3=[CH:51][C:50]4[N:17]([C:18]5[CH:23]=[CH:22][CH:21]=[CH:20][CH:19]=5)[C:16]5[C:15]([C:49]=4[CH:48]=[C:47]3[C:46]3[C:41]2=[CH:42][CH:43]=[CH:44][CH:45]=3)=[CH:14][CH:13]=[CH:25][CH:24]=5)[CH:36]=[C:37]([Br:39])[CH:38]=1. (6) The product is: [CH:17]1([N:14]2[CH2:15][CH2:16][C:10]3[S:9][C:8]([C:5]4[CH:6]=[CH:7][C:2]([N:23]5[CH2:24][CH2:25][CH2:26][S:22]5(=[O:28])=[O:27])=[CH:3][CH:4]=4)=[N:21][C:11]=3[CH2:12][CH2:13]2)[CH2:20][CH2:19][CH2:18]1. Given the reactants Br[C:2]1[CH:7]=[CH:6][C:5]([C:8]2[S:9][C:10]3[CH2:16][CH2:15][N:14]([CH:17]4[CH2:20][CH2:19][CH2:18]4)[CH2:13][CH2:12][C:11]=3[N:21]=2)=[CH:4][CH:3]=1.[S:22]1(=[O:28])(=[O:27])[CH2:26][CH2:25][CH2:24][NH:23]1.C(=O)([O-])[O-].[Cs+].[Cs+].C1(P(C2C=CC=CC=2)C2C3OC4C(=CC=CC=4P(C4C=CC=CC=4)C4C=CC=CC=4)C(C)(C)C=3C=CC=2)C=CC=CC=1, predict the reaction product. (7) Given the reactants CN1CCOCC1.[Cl:8][C:9]1[CH:14]=[CH:13][C:12]([CH2:15][C@@H:16]([C:20]2[CH:25]=[CH:24][CH:23]=[C:22]([C:26]#[N:27])[CH:21]=2)[C@@H:17]([NH2:19])[CH3:18])=[CH:11][CH:10]=1.[OH:28][C:29]([CH3:34])([CH3:33])[C:30](O)=[O:31].C1CN([P+](ON2N=NC3C=CC=CC2=3)(N2CCCC2)N2CCCC2)CC1.F[P-](F)(F)(F)(F)F, predict the reaction product. The product is: [Cl:8][C:9]1[CH:14]=[CH:13][C:12]([CH2:15][C@@H:16]([C:20]2[CH:25]=[CH:24][CH:23]=[C:22]([C:26]#[N:27])[CH:21]=2)[C@@H:17]([NH:19][C:30](=[O:31])[C:29]([OH:28])([CH3:34])[CH3:33])[CH3:18])=[CH:11][CH:10]=1. (8) Given the reactants Br[C:2]1[CH:7]=[CH:6][C:5]([S:8][CH3:9])=[C:4]([F:10])[CH:3]=1.[B:11](OC(C)C)([O:16]C(C)C)[O:12]C(C)C.[OH-].[K+], predict the reaction product. The product is: [F:10][C:4]1[CH:3]=[C:2]([B:11]([OH:16])[OH:12])[CH:7]=[CH:6][C:5]=1[S:8][CH3:9].